This data is from NCI-60 drug combinations with 297,098 pairs across 59 cell lines. The task is: Regression. Given two drug SMILES strings and cell line genomic features, predict the synergy score measuring deviation from expected non-interaction effect. (1) Drug 2: C1=CC=C(C(=C1)C(C2=CC=C(C=C2)Cl)C(Cl)Cl)Cl. Drug 1: CNC(=O)C1=CC=CC=C1SC2=CC3=C(C=C2)C(=NN3)C=CC4=CC=CC=N4. Synergy scores: CSS=16.8, Synergy_ZIP=-1.14, Synergy_Bliss=6.19, Synergy_Loewe=6.83, Synergy_HSA=6.98. Cell line: KM12. (2) Drug 1: C1CN1C2=NC(=NC(=N2)N3CC3)N4CC4. Drug 2: C1CCC(CC1)NC(=O)N(CCCl)N=O. Cell line: ACHN. Synergy scores: CSS=33.4, Synergy_ZIP=-6.40, Synergy_Bliss=-9.61, Synergy_Loewe=-9.38, Synergy_HSA=-6.51.